This data is from NCI-60 drug combinations with 297,098 pairs across 59 cell lines. The task is: Regression. Given two drug SMILES strings and cell line genomic features, predict the synergy score measuring deviation from expected non-interaction effect. (1) Drug 1: CC12CCC(CC1=CCC3C2CCC4(C3CC=C4C5=CN=CC=C5)C)O. Drug 2: CCCS(=O)(=O)NC1=C(C(=C(C=C1)F)C(=O)C2=CNC3=C2C=C(C=N3)C4=CC=C(C=C4)Cl)F. Cell line: CAKI-1. Synergy scores: CSS=29.9, Synergy_ZIP=3.35, Synergy_Bliss=6.66, Synergy_Loewe=9.27, Synergy_HSA=7.69. (2) Drug 1: C1=CC=C(C=C1)NC(=O)CCCCCCC(=O)NO. Drug 2: C1=CC=C(C(=C1)C(C2=CC=C(C=C2)Cl)C(Cl)Cl)Cl. Cell line: SK-MEL-28. Synergy scores: CSS=2.85, Synergy_ZIP=-2.29, Synergy_Bliss=-1.59, Synergy_Loewe=-11.8, Synergy_HSA=-5.89.